This data is from Experimentally validated miRNA-target interactions with 360,000+ pairs, plus equal number of negative samples. The task is: Binary Classification. Given a miRNA mature sequence and a target amino acid sequence, predict their likelihood of interaction. (1) The miRNA is hsa-miR-6751-5p with sequence UUGGGGGUGAGGUUGGUGUCUGG. The protein sequence of the target gene is MVARSTDSLDGPGEGSVQPLPTAGGPSVKGKPGKRLSAPRGPFPRLADCAHFHYENVDFGHIQLLLSPDREGPSLSGENELVFGVQVTCQGRSWPVLRSYDDFRSLDAHLHRCIFDRRFSCLPELPPPPEGARAAQMLVPLLLQYLETLSGLVDSNLNCGPVLTWMELDNHGRRLLLSEEASLNIPAVAAAHVIKRYTAQAPDELSFEVGDIVSVIDMPPTEDRSWWRGKRGFQVGFFPSECVELFTERPGPGLKADADGPPCGIPAPQGISSLTSAVPRPRGKLAGLLRTFMRSRPSRQ.... Result: 0 (no interaction). (2) Result: 0 (no interaction). The miRNA is hsa-miR-574-3p with sequence CACGCUCAUGCACACACCCACA. The protein sequence of the target gene is MAFSQYISLAPELLLATAIFCLVFWMVRASRTQVPKGLKNPPGPWGLPFIGHMLTVGKNPHLSLTRLSQQYGDVLQIRIGSTPVVVLSGLNTIKQALVRQGDDFKGRPDLYSFTLITNGKSMTFNPDSGPVWAARRRLAQDALKSFSIASDPTSASSCYLEEHVSKEANHLVSKLQKAMAEVGHFEPVSQVVESVANVIGAMCFGKNFPRKSEEMLNIVNNSKDFVENVTSGNAVDFFPVLRYLPNPALKRFKTFNDNFVLFLQKTVQEHYQDFNKNSIQDITSALFKHSENYKDNGGLI.... (3) The miRNA is hsa-miR-410-3p with sequence AAUAUAACACAGAUGGCCUGU. Result: 0 (no interaction). The protein sequence of the target gene is MKTPGVLLLILGLLASSSFAIIRIPLRKFTSIRRTMTEVGGSVEDLILKGPITKYSMQSSPKTTEPVSELLKNYLDAQYYGDIGIGTPPQCFTVVFDTGSSNLWVPSIHCKILDIACWVHHKYNSDKSSTYVKNGTSFDIHYGSGSLSGYLSQDTVSVPCKSDQSKARGIKVEKQIFGEATKQPGIVFVAAKFDGILGMGYPHISVNNVLPVFDNLMQQKLVDKNIFSFYLNRDPEGQPGGELMLGGTDSKYYHGELSYLNVTRKAYWQVHMDQLEVGNELTLCKGGCEAIVDTGTSLLV.... (4) The miRNA is hsa-miR-6883-3p with sequence UUCCCUAUCUCACUCUCCUCAG. The protein sequence of the target gene is MFPRRPPATLAAWLAGARGGGLLSALANQCRFVTGLRVRRAQQIAQLYGRLYSESSRCALLGRFWRRLRGRPGHASVLMAALSGVFVWDEERIQEEELQRSINEMKRLEEMSNIFQSSGVENYPPEPKSPAGGNEKSKDKEEPWEMVMDKKHFKLWRRPITGTHLYQYRVFGTYTDVTPRQFFNVQLDTEYRKKWDALVIKLEVIERDAVSGSEVLHWVTHFPYPMYSRDYVYVRRYSVDQENNVMVLVSRAVEHPSVPESPEFVRVRSYESQMVIRPHKSFDENGFDYLLTYSDNPQTV.... Result: 0 (no interaction). (5) The miRNA is hsa-miR-892c-5p with sequence UAUUCAGAAAGGUGCCAGUCA. The protein sequence of the target gene is MAPRRNNGQCWCLLMLLSVSTPLPAVTQTRGATETASQGHLDLTQLIGVPLPSSVSFVTGYGGFPAYSFGPGANVGRPARTLIPSTFFRDFAISVVVKPSSTRGGVLFAITDAFQKVIYLGLRLSGVEDGHQRIILYYTEPGSHVSQEAAAFSVPVMTHRWNRFAMIVQGEEVTLLVNCEEHSRIPFQRSSQALAFESSAGIFMGNAGATGLERFTGSLQQLTVHPDPRTPEELCDPEESSASGETSGLQEADGVAEILEAVTYTQASPKEAKVEPINTPPTPSSPFEDMELSGEPVPEG.... Result: 0 (no interaction). (6) Result: 0 (no interaction). The miRNA is hsa-miR-18a-5p with sequence UAAGGUGCAUCUAGUGCAGAUAG. The protein sequence of the target gene is MPKFYCDYCDTYLTHDSPSVRKTHCSGRKHKENVKDYYQKWMEEQAQSLIDKTTAAFQQGKIPPTPFSAPPPAGAMIPPPPSLPGPPRPGMMPAPHMGGPPMMPMMGPPPPGMMPVGPAPGMRPPMGGHMPMMPGPPMMRPPARPMMVPTRPGMTRPDR.